This data is from NCI-60 drug combinations with 297,098 pairs across 59 cell lines. The task is: Regression. Given two drug SMILES strings and cell line genomic features, predict the synergy score measuring deviation from expected non-interaction effect. (1) Drug 1: C1CCC(C(C1)N)N.C(=O)(C(=O)[O-])[O-].[Pt+4]. Drug 2: CC12CCC3C(C1CCC2OP(=O)(O)O)CCC4=C3C=CC(=C4)OC(=O)N(CCCl)CCCl.[Na+]. Cell line: NCI-H460. Synergy scores: CSS=29.6, Synergy_ZIP=-3.80, Synergy_Bliss=-1.89, Synergy_Loewe=-30.0, Synergy_HSA=-4.24. (2) Drug 1: CN1C(=O)N2C=NC(=C2N=N1)C(=O)N. Drug 2: CC1C(C(CC(O1)OC2CC(OC(C2O)C)OC3=CC4=CC5=C(C(=O)C(C(C5)C(C(=O)C(C(C)O)O)OC)OC6CC(C(C(O6)C)O)OC7CC(C(C(O7)C)O)OC8CC(C(C(O8)C)O)(C)O)C(=C4C(=C3C)O)O)O)O. Cell line: SK-MEL-2. Synergy scores: CSS=24.0, Synergy_ZIP=2.12, Synergy_Bliss=4.01, Synergy_Loewe=-42.8, Synergy_HSA=-2.41. (3) Drug 1: CC(C)CN1C=NC2=C1C3=CC=CC=C3N=C2N. Drug 2: C1C(C(OC1N2C=NC3=C2NC=NCC3O)CO)O. Cell line: SK-MEL-5. Synergy scores: CSS=-4.74, Synergy_ZIP=0.142, Synergy_Bliss=-4.31, Synergy_Loewe=-5.25, Synergy_HSA=-5.66.